From a dataset of Catalyst prediction with 721,799 reactions and 888 catalyst types from USPTO. Predict which catalyst facilitates the given reaction. (1) Reactant: [H-].[H-].[H-].[H-].[Li+].[Al+3].[F:7][C:8]1[CH:9]=[C:10]([C@H:16]2[NH:21][C@@H:20]([C:22](OC)=[O:23])[CH2:19][CH2:18][CH2:17]2)[CH:11]=[C:12]([F:15])[C:13]=1[F:14].O.[OH-].[Na+]. Product: [F:15][C:12]1[CH:11]=[C:10]([C@H:16]2[NH:21][C@@H:20]([CH2:22][OH:23])[CH2:19][CH2:18][CH2:17]2)[CH:9]=[C:8]([F:7])[C:13]=1[F:14]. The catalyst class is: 1. (2) Reactant: [C:1]([C:4]1[C:12]2[C:7](=[CH:8][C:9]([OH:13])=[CH:10][CH:11]=2)[N:6]([CH2:14][C:15]([O:17]C(C)(C)C)=[O:16])[CH:5]=1)(=[O:3])[CH3:2].C(O)(C(F)(F)F)=O. Product: [C:1]([C:4]1[C:12]2[C:7](=[CH:8][C:9]([OH:13])=[CH:10][CH:11]=2)[N:6]([CH2:14][C:15]([OH:17])=[O:16])[CH:5]=1)(=[O:3])[CH3:2]. The catalyst class is: 2.